This data is from Reaction yield outcomes from USPTO patents with 853,638 reactions. The task is: Predict the reaction yield, written as a fraction of the theoretical maximum amount of product (1.0 means a 100% yield; for example, 0.34 means a 34% yield). (1) The product is [CH:34]1([S:31]([C:28]2[CH:27]=[CH:26][C:25]([CH2:24][NH:23][C:21]([C:5]3[C:6](=[O:20])[N:7]([C:10]4[CH:15]=[CH:14][CH:13]=[C:12]([C:16]([F:17])([F:19])[F:18])[CH:11]=4)[C:8]([CH3:9])=[C:3]([CH2:2][S:38]([CH3:37])(=[O:40])=[O:39])[CH:4]=3)=[O:22])=[CH:30][CH:29]=2)(=[O:33])=[O:32])[CH2:35][CH2:36]1. The reactants are Cl[CH2:2][C:3]1[CH:4]=[C:5]([C:21]([NH:23][CH2:24][C:25]2[CH:30]=[CH:29][C:28]([S:31]([CH:34]([CH3:36])[CH3:35])(=[O:33])=[O:32])=[CH:27][CH:26]=2)=[O:22])[C:6](=[O:20])[N:7]([C:10]2[CH:15]=[CH:14][CH:13]=[C:12]([C:16]([F:19])([F:18])[F:17])[CH:11]=2)[C:8]=1[CH3:9].[CH3:37][S:38]([O-:40])=[O:39].[Na+]. The yield is 0.160. The catalyst is CS(C)=O. (2) The reactants are [CH:1]([Mg]Cl)([CH3:3])[CH3:2].[N+:6]([C:9]1[CH:10]=[CH:11][C:12]2[N:13]([CH:22]([CH3:24])[CH3:23])[C:14]3[C:19]([C:20]=2[CH:21]=1)=[CH:18][CH:17]=[CH:16][CH:15]=3)([O-:8])=[O:7].C(C1C(=O)C(Cl)=C(Cl)C(=O)C=1C#N)#N. The catalyst is O1CCCC1.C(Cl)Cl. The product is [N+:6]([C:9]1[CH:10]=[CH:11][C:12]2[N:13]([CH:22]([CH3:24])[CH3:23])[C:14]3[C:19]([C:20]=2[C:21]=1[CH:1]([CH3:3])[CH3:2])=[CH:18][CH:17]=[CH:16][CH:15]=3)([O-:8])=[O:7]. The yield is 0.460.